The task is: Predict the reactants needed to synthesize the given product.. This data is from Full USPTO retrosynthesis dataset with 1.9M reactions from patents (1976-2016). (1) Given the product [Si:1]([O:8][CH2:9][C:10]1[CH:11]=[C:12]([NH:25][C:26]2[N:31]=[C:30]([C:32]([F:34])([F:35])[F:33])[CH:29]=[CH:28][N:27]=2)[CH:13]=[C:14]([C:77]2[S:81][CH:80]=[N:79][CH:78]=2)[CH:15]=1)([C:4]([CH3:7])([CH3:5])[CH3:6])([CH3:3])[CH3:2], predict the reactants needed to synthesize it. The reactants are: [Si:1]([O:8][CH2:9][C:10]1[CH:11]=[C:12]([NH:25][C:26]2[N:31]=[C:30]([C:32]([F:35])([F:34])[F:33])[CH:29]=[CH:28][N:27]=2)[CH:13]=[C:14](B2OC(C)(C)C(C)(C)O2)[CH:15]=1)([C:4]([CH3:7])([CH3:6])[CH3:5])([CH3:3])[CH3:2].C1(P(C2CCCCC2)C2C=CC=CC=2C2C(C(C)C)=CC(C(C)C)=CC=2C(C)C)CCCCC1.C(=O)([O-])[O-].[Cs+].[Cs+].Br[C:77]1[S:81][CH:80]=[N:79][CH:78]=1. (2) Given the product [NH2:7][CH2:8][CH2:9][CH2:10][N:11]1[C:20]2[CH:19]=[CH:18][C:17]([Cl:21])=[CH:16][C:15]=2[C:14]2=[N:22][NH:23][C:24]([CH2:25][CH2:26][OH:27])=[C:13]2[C:12]1=[O:34], predict the reactants needed to synthesize it. The reactants are: C(OC(=O)[NH:7][CH2:8][CH2:9][CH2:10][N:11]1[C:20]2[CH:19]=[CH:18][C:17]([Cl:21])=[CH:16][C:15]=2[C:14]2=[N:22][N:23](C3CCCCO3)[C:24]([CH2:25][CH2:26][OH:27])=[C:13]2[C:12]1=[O:34])(C)(C)C.Cl. (3) Given the product [CH2:29]([NH:36][C:13]([C:10]1[CH:11]=[N:12][C:7]([C:1]2[CH:2]=[CH:3][CH:4]=[CH:5][CH:6]=2)=[N:8][CH:9]=1)=[O:15])[C:30]1[CH:35]=[CH:34][CH:33]=[CH:32][CH:31]=1, predict the reactants needed to synthesize it. The reactants are: [C:1]1([C:7]2[N:12]=[CH:11][C:10]([C:13]([OH:15])=O)=[CH:9][N:8]=2)[CH:6]=[CH:5][CH:4]=[CH:3][CH:2]=1.ON1C2C=CC=CC=2N=N1.N=C=N.[CH2:29]([NH2:36])[C:30]1[CH:35]=[CH:34][CH:33]=[CH:32][CH:31]=1.C(O)C(N)(CO)CO.